Dataset: Peptide-MHC class I binding affinity with 185,985 pairs from IEDB/IMGT. Task: Regression. Given a peptide amino acid sequence and an MHC pseudo amino acid sequence, predict their binding affinity value. This is MHC class I binding data. (1) The peptide sequence is NQPSVILA. The MHC is Mamu-A01 with pseudo-sequence Mamu-A01. The binding affinity (normalized) is 0. (2) The binding affinity (normalized) is 0.577. The MHC is HLA-B15:01 with pseudo-sequence HLA-B15:01. The peptide sequence is LVAPHMAMM. (3) The peptide sequence is ETWVETWAF. The MHC is HLA-A80:01 with pseudo-sequence HLA-A80:01. The binding affinity (normalized) is 0.0847. (4) The peptide sequence is DIPPRWFM. The MHC is Mamu-B17 with pseudo-sequence Mamu-B17. The binding affinity (normalized) is 0. (5) The peptide sequence is IPSLFIESSI. The MHC is HLA-B51:01 with pseudo-sequence HLA-B51:01. The binding affinity (normalized) is 0.302.